Dataset: Reaction yield outcomes from USPTO patents with 853,638 reactions. Task: Predict the reaction yield, written as a fraction of the theoretical maximum amount of product (1.0 means a 100% yield; for example, 0.34 means a 34% yield). (1) The reactants are C(OC([NH:8][C:9]1[CH:14]=[C:13]([C:15]2[C:16]([C:29]3[CH:34]=[CH:33][CH:32]=[C:31]([C:35]([F:38])([F:37])[F:36])[CH:30]=3)=[N:17][N:18]([C:20]3[CH:21]=[CH:22][C:23]4[N:24]([CH:26]=[N:27][N:28]=4)[N:25]=3)[CH:19]=2)[CH:12]=[CH:11][N:10]=1)=O)(C)(C)C.C(OC(NC1C=C(C2C(C3C=CC=CC=3)=NN(C3C=CC4N(C=NN=4)N=3)C=2)C=CN=1)=O)(C)(C)C. No catalyst specified. The product is [NH2:8][C:9]1[CH:14]=[C:13]([C:15]2[C:16]([C:29]3[CH:34]=[CH:33][CH:32]=[C:31]([C:35]([F:38])([F:37])[F:36])[CH:30]=3)=[N:17][N:18]([C:20]3[CH:21]=[CH:22][C:23]4[N:24]([CH:26]=[N:27][N:28]=4)[N:25]=3)[CH:19]=2)[CH:12]=[CH:11][N:10]=1. The yield is 0.660. (2) The reactants are Cl[C:2]1[N:7]=[C:6]([C:8]2[S:12][C:11]([CH:13]([CH3:15])[CH3:14])=[N:10][C:9]=2[C:16]2[CH:17]=[C:18]([NH:22][S:23]([C:26]3[CH:31]=[CH:30][CH:29]=[C:28]([F:32])[CH:27]=3)(=[O:25])=[O:24])[CH:19]=[CH:20][CH:21]=2)[CH:5]=[CH:4][N:3]=1.[NH2:33][CH2:34][C:35]([OH:37])=[O:36].C([O-])([O-])=O.[K+].[K+]. The catalyst is C(O)CCC. The product is [F:32][C:28]1[CH:27]=[C:26]([S:23]([NH:22][C:18]2[CH:17]=[C:16]([C:9]3[N:10]=[C:11]([CH:13]([CH3:15])[CH3:14])[S:12][C:8]=3[C:6]3[CH:5]=[CH:4][N:3]=[C:2]([NH:33][CH2:34][C:35]([OH:37])=[O:36])[N:7]=3)[CH:21]=[CH:20][CH:19]=2)(=[O:25])=[O:24])[CH:31]=[CH:30][CH:29]=1. The yield is 0.228. (3) The reactants are [OH:1][C@@H:2]1[C:10]2[C:5](=[CH:6][CH:7]=[CH:8][CH:9]=2)[CH2:4][C@@:3]1([CH2:20][C:21]1[CH:31]=[CH:30][C:24]([C:25]([N:27]([CH3:29])[CH3:28])=[O:26])=[CH:23][CH:22]=1)[C:11]1[CH2:12][C:13]2[C:18]([CH:19]=1)=[CH:17][CH:16]=[CH:15][CH:14]=2.C1CCC(N=C=NC2CCCCC2)CC1.C([NH:64][C@H:65]([C:70](O)=[O:71])[CH2:66][CH:67]([CH3:69])[CH3:68])(OCC1C2C(=CC=CC=2)C2C1=CC=CC=2)=O. The catalyst is CN(C1C=CN=CC=1)C.C(OCC)(=O)C. The product is [NH2:64][C@H:65]([C:70]([O:1][C@@H:2]1[C:10]2[C:5](=[CH:6][CH:7]=[CH:8][CH:9]=2)[CH2:4][C@@:3]1([CH2:20][C:21]1[CH:31]=[CH:30][C:24]([C:25](=[O:26])[N:27]([CH3:28])[CH3:29])=[CH:23][CH:22]=1)[C:11]1[CH2:12][C:13]2[C:18]([CH:19]=1)=[CH:17][CH:16]=[CH:15][CH:14]=2)=[O:71])[CH2:66][CH:67]([CH3:69])[CH3:68]. The yield is 0.360. (4) The reactants are [C:1](/[C:3](=[C:8]1/[C:9](=[O:19])[NH:10][C:11]2[C:16]/1=[CH:15][C:14]([O:17][CH3:18])=[CH:13][CH:12]=2)/[C:4]([O:6][CH3:7])=[O:5])#[N:2].[C-:20]#[N:21].[K+]. The yield is 0.900. No catalyst specified. The product is [C:1]([CH:3]([C:8]1([C:20]#[N:21])[C:16]2[C:11](=[CH:12][CH:13]=[C:14]([O:17][CH3:18])[CH:15]=2)[NH:10][C:9]1=[O:19])[C:4]([O:6][CH3:7])=[O:5])#[N:2]. (5) The reactants are [NH2:1][C:2]1[S:6][N:5]=[C:4]([CH3:7])[C:3]=1[C:8]#[N:9].[C:10](Cl)(=[O:15])[CH2:11][CH:12]([CH3:14])[CH3:13]. The catalyst is N1C=CC=CC=1.C(Cl)(Cl)Cl. The product is [C:8]([C:3]1[C:4]([CH3:7])=[N:5][S:6][C:2]=1[NH:1][C:10](=[O:15])[CH2:11][CH:12]([CH3:14])[CH3:13])#[N:9]. The yield is 0.880. (6) The yield is 0.760. The reactants are [NH:1]1[C:10]2[C:5](=[CH:6][CH:7]=[CH:8][N:9]=2)[CH2:4][CH2:3][CH2:2]1.[C:11](O[C:11]([O:13][C:14]([CH3:17])([CH3:16])[CH3:15])=[O:12])([O:13][C:14]([CH3:17])([CH3:16])[CH3:15])=[O:12].[Li+].C[Si]([N-][Si](C)(C)C)(C)C. The catalyst is C1COCC1. The product is [C:14]([O:13][C:11]([N:9]1[C:10]2[C:5](=[CH:4][CH:3]=[CH:2][N:1]=2)[CH2:6][CH2:7][CH2:8]1)=[O:12])([CH3:17])([CH3:16])[CH3:15]. (7) The reactants are [I:1][C:2]1[CH:18]=[CH:17][C:5]2[C:6](=[O:16])[CH:7](C(OC)=O)[CH2:8][C:9](=[O:11])[NH:10][C:4]=2[CH:3]=1.Cl. The catalyst is CS(C)=O.O. The product is [I:1][C:2]1[CH:18]=[CH:17][C:5]2[C:6](=[O:16])[CH2:7][CH2:8][C:9](=[O:11])[NH:10][C:4]=2[CH:3]=1. The yield is 0.970.